From a dataset of Forward reaction prediction with 1.9M reactions from USPTO patents (1976-2016). Predict the product of the given reaction. Given the reactants [F:1][C:2]1[CH:7]=[CH:6][C:5]([N:8]2[C:12]3=[C:13]4[C:18](=[C:19]([C:21]5[CH:30]=[CH:29][C:24]([C:25]([O:27]C)=[O:26])=[CH:23][CH:22]=5)[CH:20]=[C:11]3[CH:10]=[N:9]2)[CH:17]=[N:16][CH:15]=[CH:14]4)=[CH:4][CH:3]=1.[OH-].[K+], predict the reaction product. The product is: [F:1][C:2]1[CH:3]=[CH:4][C:5]([N:8]2[C:12]3=[C:13]4[C:18](=[C:19]([C:21]5[CH:30]=[CH:29][C:24]([C:25]([OH:27])=[O:26])=[CH:23][CH:22]=5)[CH:20]=[C:11]3[CH:10]=[N:9]2)[CH:17]=[N:16][CH:15]=[CH:14]4)=[CH:6][CH:7]=1.